This data is from Full USPTO retrosynthesis dataset with 1.9M reactions from patents (1976-2016). The task is: Predict the reactants needed to synthesize the given product. (1) Given the product [NH2:27][C:24]1[CH:25]=[CH:26][C:21]([O:20][C:17]2[CH:16]=[CH:15][N:14]=[C:13]3[CH:12]=[C:11]([C:9]4[CH:8]=[CH:7][C:6](=[O:31])[N:5]([CH2:4][CH2:3][N:2]([CH3:1])[CH3:32])[CH:10]=4)[S:19][C:18]=23)=[C:22]([F:30])[CH:23]=1, predict the reactants needed to synthesize it. The reactants are: [CH3:1][N:2]([CH3:32])[CH2:3][CH2:4][N:5]1[CH:10]=[C:9]([C:11]2[S:19][C:18]3[C:13](=[N:14][CH:15]=[CH:16][C:17]=3[O:20][C:21]3[CH:26]=[CH:25][C:24]([N+:27]([O-])=O)=[CH:23][C:22]=3[F:30])[CH:12]=2)[CH:8]=[CH:7][C:6]1=[O:31].[BH4-].[Na+]. (2) Given the product [Br:1][C:2]1[CH:3]=[C:4]([N+:24]([O-:26])=[O:25])[C:5]([OH:22])=[C:6]([CH:21]=1)[CH:7]=[C:8]1[CH2:9][CH2:10][N:11]([C:14]([O:16][C:17]([CH3:18])([CH3:19])[CH3:20])=[O:15])[CH2:12][CH2:13]1, predict the reactants needed to synthesize it. The reactants are: [Br:1][C:2]1[CH:3]=[C:4]([N+:24]([O-:26])=[O:25])[C:5]([O:22]C)=[C:6]([CH:21]=1)[CH:7]=[C:8]1[CH2:13][CH2:12][N:11]([C:14]([O:16][C:17]([CH3:20])([CH3:19])[CH3:18])=[O:15])[CH2:10][CH2:9]1.[Cl-].[Li+].